Dataset: Catalyst prediction with 721,799 reactions and 888 catalyst types from USPTO. Task: Predict which catalyst facilitates the given reaction. (1) Reactant: [NH2:1][C:2]1[CH:7]=[CH:6][CH:5]=[CH:4][C:3]=1[OH:8].[Cl-].[Li+].[C:11](Cl)(=[O:21])[C:12]1[CH:20]=[CH:19][CH:18]=[C:14]([C:15](Cl)=[O:16])[CH:13]=1.[OH2:23]. Product: [OH:8][C:3]1[CH:4]=[CH:5][CH:6]=[CH:7][C:2]=1[NH:1][C:11](=[O:21])[C:12]1[CH:20]=[CH:19][CH:18]=[C:14]([C:15]([NH:1][C:2]2[CH:7]=[CH:6][CH:5]=[CH:4][C:3]=2[OH:23])=[O:16])[CH:13]=1. The catalyst class is: 37. (2) The catalyst class is: 7. Reactant: OC(CC([C:7]1[CH:12]=[CH:11][CH:10]=[CH:9][C:8]=1[C:13]1[C:17]2[CH:18]=[CH:19][CH:20]=[CH:21][C:16]=2[O:15][N:14]=1)C)C.[C:22]1(P([C:24]2[CH:25]=[CH:26]C=[CH:22][CH:23]=2)[C:24]2[CH:25]=[CH:26]C=[CH:22][CH:23]=2)C=[CH:26][CH:25]=[CH:24][CH:23]=1.N(C(OCC)=O)=NC(OCC)=O.C1(P([N:67]=[N+:68]=[N-:69])(C2C=CC=CC=2)=O)C=CC=CC=1. Product: [N:67]([CH:23]([CH2:24][CH:25]=[CH2:26])[CH2:22][C:16]1[CH:21]=[CH:20][CH:19]=[CH:18][C:17]=1[C:13]1[C:8]2[CH:7]=[CH:12][CH:11]=[CH:10][C:9]=2[O:15][N:14]=1)=[N+:68]=[N-:69]. (3) Reactant: [N:1]1([CH2:10][C:11]2[CH:19]=[CH:18][C:14]([C:15]([OH:17])=O)=[CH:13][CH:12]=2)[C:5]2[CH:6]=[CH:7][CH:8]=[CH:9][C:4]=2[N:3]=[CH:2]1.C(Cl)CCl.C1C=CC2N(O)N=NC=2C=1.CCN(C(C)C)C(C)C.Cl.[CH3:44][O:45][C:46](=[O:51])[C@H:47]([CH2:49][OH:50])[NH2:48]. Product: [N:1]1([CH2:10][C:11]2[CH:12]=[CH:13][C:14]([C:15]([NH:48][C@H:47]([C:46]([O:45][CH3:44])=[O:51])[CH2:49][OH:50])=[O:17])=[CH:18][CH:19]=2)[C:5]2[CH:6]=[CH:7][CH:8]=[CH:9][C:4]=2[N:3]=[CH:2]1. The catalyst class is: 3. (4) Reactant: [Cl:1][C:2]1[CH:3]=[C:4]([NH:9][CH2:10][C:11]2[CH:16]=[CH:15][C:14]([O:17][CH3:18])=[C:13]([O:19][CH3:20])[CH:12]=2)[CH:5]=[CH:6][C:7]=1[F:8].Cl[C:22]1[C:31]2[C:26](=[CH:27][C:28]([F:35])=[C:29]([N+:32]([O-:34])=[O:33])[CH:30]=2)[N:25]=[CH:24][N:23]=1.C([O-])([O-])=O.[K+].[K+]. Product: [Cl:1][C:2]1[CH:3]=[C:4]([N:9]([CH2:10][C:11]2[CH:16]=[CH:15][C:14]([O:17][CH3:18])=[C:13]([O:19][CH3:20])[CH:12]=2)[C:22]2[C:31]3[C:26](=[CH:27][C:28]([F:35])=[C:29]([N+:32]([O-:34])=[O:33])[CH:30]=3)[N:25]=[CH:24][N:23]=2)[CH:5]=[CH:6][C:7]=1[F:8].[Cl:1][C:2]1[CH:3]=[C:4]([NH:9][CH2:10][C:11]2[CH:16]=[CH:15][C:14]([O:17][CH3:18])=[C:13]([O:19][CH3:20])[CH:12]=2)[CH:5]=[CH:6][C:7]=1[F:8]. The catalyst class is: 47. (5) Reactant: [Cl:1][C:2]1[CH:3]=[C:4]([CH:6]=[C:7]([Cl:10])[C:8]=1[Cl:9])[NH2:5].[C:11](=O)([O-])[O-].[K+].[K+].IC. Product: [CH3:11][NH:5][C:4]1[CH:3]=[C:2]([Cl:1])[C:8]([Cl:9])=[C:7]([Cl:10])[CH:6]=1. The catalyst class is: 10.